This data is from Catalyst prediction with 721,799 reactions and 888 catalyst types from USPTO. The task is: Predict which catalyst facilitates the given reaction. (1) Reactant: [CH3:1][C:2]1[CH:10]=[CH:9][C:8]2[NH:7][C:6]3[CH2:11][CH2:12][N:13]([C:15]4[CH:20]=[CH:19][C:18]([CH3:21])=[CH:17][CH:16]=4)[CH2:14][C:5]=3[C:4]=2[CH:3]=1.[CH3:22][C:23]1[CH:28]=[CH:27][C:26]([CH:29]=[CH2:30])=[CH:25][N:24]=1.[OH-].[K+]. The catalyst class is: 37. Product: [CH3:1][C:2]1[CH:10]=[CH:9][C:8]2[N:7]([CH2:30][CH2:29][C:26]3[CH:25]=[N:24][C:23]([CH3:22])=[CH:28][CH:27]=3)[C:6]3[CH2:11][CH2:12][N:13]([C:15]4[CH:20]=[CH:19][C:18]([CH3:21])=[CH:17][CH:16]=4)[CH2:14][C:5]=3[C:4]=2[CH:3]=1. (2) Reactant: [CH3:1][O:2][C:3]1[CH:4]=[C:5]([CH:26]=[CH:27][CH:28]=1)[CH2:6][O:7][C:8]1[CH:13]=[CH:12][C:11]([CH:14]([CH:19](C(O)=O)[C:20]([OH:22])=[O:21])[CH:15]=[C:16]([CH3:18])[CH3:17])=[CH:10][CH:9]=1. Product: [CH3:1][O:2][C:3]1[CH:4]=[C:5]([CH:26]=[CH:27][CH:28]=1)[CH2:6][O:7][C:8]1[CH:13]=[CH:12][C:11]([CH:14]([CH:15]=[C:16]([CH3:17])[CH3:18])[CH2:19][C:20]([OH:22])=[O:21])=[CH:10][CH:9]=1. The catalyst class is: 11. (3) Reactant: [S:1]1[CH:5]=[CH:4][C:3]2[C:6]([N:10]3[CH2:15][CH2:14][N:13]([CH2:16][CH2:17][CH2:18][CH2:19][O:20][C:21]4[CH:30]=[C:29]5[C:24]([CH:25]=[CH:26][C:27](=[O:31])[NH:28]5)=[CH:23][CH:22]=4)[CH2:12][CH2:11]3)=[CH:7][CH:8]=[CH:9][C:2]1=2.C([OH:34])C.C(O)(=O)C(C)O.[OH-].[Na+]. Product: [OH2:20].[OH2:34].[S:1]1[CH:5]=[CH:4][C:3]2[C:6]([N:10]3[CH2:11][CH2:12][N:13]([CH2:16][CH2:17][CH2:18][CH2:19][O:20][C:21]4[CH:30]=[C:29]5[C:24]([CH:25]=[CH:26][C:27](=[O:31])[NH:28]5)=[CH:23][CH:22]=4)[CH2:14][CH2:15]3)=[CH:7][CH:8]=[CH:9][C:2]1=2. The catalyst class is: 6. (4) Reactant: [Cl:1]C(OC(Cl)=O)C.C[N:9]1[CH2:14][CH2:13][CH:12]([C:15]2[N:24]=[C:23]([C:25]3[CH:30]=[CH:29][CH:28]=[CH:27][C:26]=3[CH3:31])[C:22]3[C:17](=[CH:18][CH:19]=[CH:20][CH:21]=3)[N:16]=2)[CH2:11][CH2:10]1.CN(C1C2C(N(C)C)=CC=CC=2C=CC=1)C. Product: [ClH:1].[NH:9]1[CH2:10][CH2:11][CH:12]([C:15]2[N:24]=[C:23]([C:25]3[CH:30]=[CH:29][CH:28]=[CH:27][C:26]=3[CH3:31])[C:22]3[C:17](=[CH:18][CH:19]=[CH:20][CH:21]=3)[N:16]=2)[CH2:13][CH2:14]1. The catalyst class is: 2. (5) Reactant: [NH2:1][C:2]1[N:7]=[C:6]([NH2:8])[C:5]([C:9]([C:11]2[CH:16]=[C:15]([O:17][CH3:18])[C:14]([O:19][CH3:20])=[CH:13][C:12]=2[CH:21]([CH3:29])[CH2:22][C:23]2[CH:28]=[CH:27][CH:26]=[CH:25][CH:24]=2)=O)=[CH:4][N:3]=1.[H-].[H-].[H-].[H-].[Li+].[Al+3].FC(F)(F)C(O)=O.C([SiH](CC)CC)C.C([O-])([O-])=O.[K+].[K+]. Product: [CH3:20][O:19][C:14]1[C:15]([O:17][CH3:18])=[CH:16][C:11]([CH2:9][C:5]2[C:6]([NH2:8])=[N:7][C:2]([NH2:1])=[N:3][CH:4]=2)=[C:12]([CH:21]([CH3:29])[CH2:22][C:23]2[CH:24]=[CH:25][CH:26]=[CH:27][CH:28]=2)[CH:13]=1. The catalyst class is: 76. (6) Reactant: [OH:1][CH2:2][C:3]1[CH:8]=[CH:7][C:6]([C:9]([F:12])([F:11])[F:10])=[CH:5][C:4]=1[OH:13].[Cl:14][CH2:15][CH:16]=O.Cl.O. Product: [Cl:14][CH2:15][CH:16]1[O:13][C:4]2[CH:5]=[C:6]([C:9]([F:11])([F:12])[F:10])[CH:7]=[CH:8][C:3]=2[CH2:2][O:1]1. The catalyst class is: 52. (7) Reactant: [CH3:1][N:2]1[CH:6]=[C:5]([C:7](O)=[O:8])[C:4]([C:10]([F:13])([F:12])[F:11])=[N:3]1.O1CCCC1.S(Cl)(Cl)=O.[NH2:23][C:24]1[CH:25]=[C:26]([CH:43]=[CH:44][C:45]=1[F:46])[O:27][C:28]1[CH:29]=[CH:30][C:31]2[N:32]([N:34]=[C:35]([NH:37][C:38]([CH:40]3[CH2:42][CH2:41]3)=[O:39])[N:36]=2)[CH:33]=1. Product: [CH:40]1([C:38]([NH:37][C:35]2[N:36]=[C:31]3[CH:30]=[CH:29][C:28]([O:27][C:26]4[CH:43]=[CH:44][C:45]([F:46])=[C:24]([NH:23][C:7]([C:5]5[C:4]([C:10]([F:13])([F:12])[F:11])=[N:3][N:2]([CH3:1])[CH:6]=5)=[O:8])[CH:25]=4)=[CH:33][N:32]3[N:34]=2)=[O:39])[CH2:41][CH2:42]1. The catalyst class is: 402. (8) Reactant: [C:1](=[O:12])(OC(Cl)(Cl)Cl)OC(Cl)(Cl)Cl.[NH2:13][C:14]1[CH:15]=[C:16]([CH:33]=[CH:34][C:35]=1[F:36])[O:17][C:18]1[N:23]=[C:22]2[S:24][C:25]([NH:27][C:28]([CH:30]3[CH2:32][CH2:31]3)=[O:29])=[N:26][C:21]2=[CH:20][CH:19]=1.C(N(CC)CC)C.[F:44][C:45]([F:55])([F:54])[C:46]1[CH:51]=[CH:50][C:49]([CH2:52][NH2:53])=[CH:48][CH:47]=1. Product: [F:36][C:35]1[CH:34]=[CH:33][C:16]([O:17][C:18]2[N:23]=[C:22]3[S:24][C:25]([NH:27][C:28]([CH:30]4[CH2:32][CH2:31]4)=[O:29])=[N:26][C:21]3=[CH:20][CH:19]=2)=[CH:15][C:14]=1[NH:13][C:1](=[O:12])[NH:53][CH2:52][C:49]1[CH:48]=[CH:47][C:46]([C:45]([F:44])([F:54])[F:55])=[CH:51][CH:50]=1. The catalyst class is: 54.